This data is from Catalyst prediction with 721,799 reactions and 888 catalyst types from USPTO. The task is: Predict which catalyst facilitates the given reaction. (1) Product: [NH2:18][C:16]1[CH:15]=[CH:14][C:13]([O:21][C:22]2[CH:23]=[CH:24][CH:25]=[CH:26][CH:27]=2)=[C:12]([C:4]2[NH:3][C:2]([CH3:1])=[C:10]3[C:5]=2[CH2:6][CH2:7][CH2:8][C:9]3=[O:11])[CH:17]=1. The catalyst class is: 150. Reactant: [CH3:1][C:2]1[NH:3][C:4]([C:12]2[CH:17]=[C:16]([N+:18]([O-])=O)[CH:15]=[CH:14][C:13]=2[O:21][C:22]2[CH:27]=[CH:26][CH:25]=[CH:24][CH:23]=2)=[C:5]2[C:10]=1[C:9](=[O:11])[CH2:8][CH2:7][CH2:6]2.[Cl-].[NH4+].O1CCCC1.C(O)C. (2) Reactant: C([O:3][C:4]([C:6]1[NH:14][C:13]2[C:8](=[N:9][CH:10]=[CH:11][CH:12]=2)[CH:7]=1)=[O:5])C.C(O)(=O)C. Product: [NH:14]1[C:13]2[C:8](=[N:9][CH:10]=[CH:11][CH:12]=2)[CH:7]=[C:6]1[C:4]([OH:5])=[O:3]. The catalyst class is: 74. (3) Reactant: [CH3:1][CH:2]1[CH2:7][CH2:6][CH2:5][CH2:4][N:3]1[C:8]1[C:9](OS(C(F)(F)F)(=O)=O)=[N:10][C:11]2[C:16]([N:17]=1)=[CH:15][C:14]([C:18]([O:20][CH3:21])=[O:19])=[CH:13][CH:12]=2.[F:30][C:31]1[CH:36]=[CH:35][C:34](B(O)O)=[CH:33][CH:32]=1.[O-]P([O-])([O-])=O.[K+].[K+].[K+].O. Product: [F:30][C:31]1[CH:36]=[CH:35][C:34]([C:9]2[C:8]([N:3]3[CH2:4][CH2:5][CH2:6][CH2:7][CH:2]3[CH3:1])=[N:17][C:16]3[C:11](=[CH:12][CH:13]=[C:14]([C:18]([O:20][CH3:21])=[O:19])[CH:15]=3)[N:10]=2)=[CH:33][CH:32]=1. The catalyst class is: 77. (4) Reactant: [F:1][C:2]1[CH:36]=[CH:35][CH:34]=[C:33]([F:37])[C:3]=1[CH2:4][C:5]1[CH:10]=[CH:9][CH:8]=[C:7]([O:11][CH3:12])[C:6]=1[N:13]([S:20]([C:23]1[CH:28]=[CH:27][C:26]([O:29][CH3:30])=[C:25]([O:31][CH3:32])[CH:24]=1)(=[O:22])=[O:21])[CH2:14][C:15]([O:17]CC)=[O:16].[OH-].[Na+]. Product: [F:1][C:2]1[CH:36]=[CH:35][CH:34]=[C:33]([F:37])[C:3]=1[CH2:4][C:5]1[CH:10]=[CH:9][CH:8]=[C:7]([O:11][CH3:12])[C:6]=1[N:13]([S:20]([C:23]1[CH:28]=[CH:27][C:26]([O:29][CH3:30])=[C:25]([O:31][CH3:32])[CH:24]=1)(=[O:22])=[O:21])[CH2:14][C:15]([OH:17])=[O:16]. The catalyst class is: 8. (5) Reactant: [C:1]([NH:4][C@:5]1([C@@H:54]([CH2:56][CH3:57])[CH3:55])[CH2:9][CH2:8][N:7]([C@@H:10]([CH2:45][CH2:46][C:47]2[CH:52]=[CH:51][CH:50]=[CH:49][CH:48]=2)[C:11]([NH:13][C@@H:14]([CH2:36][C:37]2[CH:42]=[C:41]([F:43])[CH:40]=[C:39]([F:44])[CH:38]=2)[C@@H:15]([C@H:17]2[CH2:22][CH2:21][CH2:20]C[N:18]2C(C2C=CC=CC=2)C2C=CC=CC=2)[OH:16])=[O:12])[C:6]1=[O:53])(=[O:3])[CH3:2].N[C@@H](CC1C=C(F)C=C(F)C=1)[C@@H]([C@@H]1N(C(C2C=CC=CC=2)C2C=CC=CC=2)C[C@@H](O)C1)[OH:61].FC1C=C(C=C(F)C=1)C[C@H]1[C@@H]([C@H]2C[C@H](O)CN2C(C2C=CC=CC=2)C2C=CC=CC=2)OC(=O)N1.[Li+].[OH-]. Product: [C:1]([NH:4][C@:5]1([C@@H:54]([CH2:56][CH3:57])[CH3:55])[CH2:9][CH2:8][N:7]([C@@H:10]([CH2:45][CH2:46][C:47]2[CH:48]=[CH:49][CH:50]=[CH:51][CH:52]=2)[C:11]([NH:13][C@@H:14]([CH2:36][C:37]2[CH:38]=[C:39]([F:44])[CH:40]=[C:41]([F:43])[CH:42]=2)[C@H:15]([OH:16])[C@H:17]2[CH2:22][C@H:21]([OH:61])[CH2:20][NH:18]2)=[O:12])[C:6]1=[O:53])(=[O:3])[CH3:2]. The catalyst class is: 88. (6) Product: [C:13]([O:17][C:18](=[O:26])[N:19]([CH:20]1[CH2:24][CH2:23][N:22]([C:10]([C:2]2[NH:1][C:9]3[C:4]([CH:3]=2)=[CH:5][CH:6]=[CH:7][CH:8]=3)=[O:12])[CH2:21]1)[CH3:25])([CH3:16])([CH3:14])[CH3:15]. Reactant: [NH:1]1[C:9]2[C:4](=[CH:5][CH:6]=[CH:7][CH:8]=2)[CH:3]=[C:2]1[C:10]([OH:12])=O.[C:13]([O:17][C:18](=[O:26])[N:19]([CH3:25])[CH:20]1[CH2:24][CH2:23][NH:22][CH2:21]1)([CH3:16])([CH3:15])[CH3:14].C1N=CN(C(N2C=NC=C2)=O)C=1. The catalyst class is: 1. (7) Reactant: [CH:1]1[C:10]2[C:5](=[CH:6][CH:7]=[CH:8][CH:9]=2)[CH:4]=[CH:3][C:2]=1[C:11](Cl)=[O:12].[S-:14][C:15]#[N:16].[NH4+].[NH2:18][C:19]1[CH:31]=[CH:30][C:22]([C:23]([O:25][CH2:26][CH2:27][CH2:28][CH3:29])=[O:24])=[CH:21][CH:20]=1. Product: [CH2:26]([O:25][C:23](=[O:24])[C:22]1[CH:21]=[CH:20][C:19]([NH:18][C:15]([NH:16][C:11]([C:2]2[CH:3]=[CH:4][C:5]3[C:10](=[CH:9][CH:8]=[CH:7][CH:6]=3)[CH:1]=2)=[O:12])=[S:14])=[CH:31][CH:30]=1)[CH2:27][CH2:28][CH3:29]. The catalyst class is: 21. (8) Reactant: [CH3:1][C:2]1[CH:3]=[C:4]([NH:16][C:17]2[C:27]3[CH:26]=[C:25]([C:28]([OH:30])=[O:29])[CH2:24][CH2:23][NH:22][C:21]=3[N:20]=[CH:19][N:18]=2)[CH:5]=[CH:6][C:7]=1[O:8][C:9]1[CH:10]=[N:11][C:12]([CH3:15])=[CH:13][CH:14]=1.[CH:31]1([NH2:34])[CH2:33][CH2:32]1.ON1C2C=CC=CC=2N=N1.Cl.C(N=C=NCCCN(C)C)C. Product: [CH:28]([OH:30])=[O:29].[CH:31]1([NH:34][C:28]([C:25]2[CH2:24][CH2:23][NH:22][C:21]3[N:20]=[CH:19][N:18]=[C:17]([NH:16][C:4]4[CH:5]=[CH:6][C:7]([O:8][C:9]5[CH:10]=[N:11][C:12]([CH3:15])=[CH:13][CH:14]=5)=[C:2]([CH3:1])[CH:3]=4)[C:27]=3[CH:26]=2)=[O:30])[CH2:33][CH2:32]1. The catalyst class is: 9. (9) Reactant: [Si:1]([O:8][CH2:9][C:10]1[N:11]([CH3:33])[C:12]2[C:17]([CH:18]=1)=[CH:16][C:15]1[CH:19]([OH:32])[CH:20]=[CH:21][CH2:22][CH2:23][N:24]([C:25]([O:27][C:28]([CH3:31])([CH3:30])[CH3:29])=[O:26])[C:14]=1[CH:13]=2)([C:4]([CH3:7])([CH3:6])[CH3:5])([CH3:3])[CH3:2]. Product: [Si:1]([O:8][CH2:9][C:10]1[N:11]([CH3:33])[C:12]2[C:17]([CH:18]=1)=[CH:16][C:15]1[C:19](=[O:32])[CH:20]=[CH:21][CH2:22][CH2:23][N:24]([C:25]([O:27][C:28]([CH3:31])([CH3:30])[CH3:29])=[O:26])[C:14]=1[CH:13]=2)([C:4]([CH3:7])([CH3:5])[CH3:6])([CH3:3])[CH3:2]. The catalyst class is: 697.